Dataset: Forward reaction prediction with 1.9M reactions from USPTO patents (1976-2016). Task: Predict the product of the given reaction. (1) Given the reactants [Cl:1][C:2]1[CH:18]=[CH:17][C:5]([CH2:6][C:7]2[O:11][CH:10]=[N:9][C:8]=2[C:12]([O:14][CH2:15][CH3:16])=[O:13])=[CH:4][CH:3]=1.C[Si]([N-][Si](C)(C)C)(C)C.[Li+].[I:29]I, predict the reaction product. The product is: [Cl:1][C:2]1[CH:3]=[CH:4][C:5]([CH2:6][C:7]2[O:11][C:10]([I:29])=[N:9][C:8]=2[C:12]([O:14][CH2:15][CH3:16])=[O:13])=[CH:17][CH:18]=1. (2) Given the reactants Br[C:2]1[CH:3]=[C:4]2[C:8](=[CH:9][CH:10]=1)[C:7]([CH2:12][C:13]1[N:14]([C:26]([C:39]3[CH:44]=[CH:43][CH:42]=[CH:41][CH:40]=3)([C:33]3[CH:38]=[CH:37][CH:36]=[CH:35][CH:34]=3)[C:27]3[CH:32]=[CH:31][CH:30]=[CH:29][CH:28]=3)[CH:15]=[C:16]([CH2:18][C:19]3([C:22]([F:25])([F:24])[F:23])[CH2:21][CH2:20]3)[N:17]=1)([OH:11])[CH2:6][CH2:5]2.C([O-])(=O)C.[K+].[B:50]1([B:50]2[O:54][C:53]([CH3:56])([CH3:55])[C:52]([CH3:58])([CH3:57])[O:51]2)[O:54][C:53]([CH3:56])([CH3:55])[C:52]([CH3:58])([CH3:57])[O:51]1, predict the reaction product. The product is: [CH3:57][C:52]1([CH3:58])[C:53]([CH3:56])([CH3:55])[O:54][B:50]([C:2]2[CH:3]=[C:4]3[C:8](=[CH:9][CH:10]=2)[C:7]([CH2:12][C:13]2[N:14]([C:26]([C:39]4[CH:44]=[CH:43][CH:42]=[CH:41][CH:40]=4)([C:33]4[CH:38]=[CH:37][CH:36]=[CH:35][CH:34]=4)[C:27]4[CH:32]=[CH:31][CH:30]=[CH:29][CH:28]=4)[CH:15]=[C:16]([CH2:18][C:19]4([C:22]([F:25])([F:24])[F:23])[CH2:21][CH2:20]4)[N:17]=2)([OH:11])[CH2:6][CH2:5]3)[O:51]1. (3) Given the reactants F.F.F.C(N(CC)CC)C.[C:11]([NH:14][CH2:15][CH2:16][CH2:17][S:18]([O:21][CH2:22][C:23]([CH3:45])([CH3:44])[C@@H:24]([O:36][Si](C)(C)C(C)(C)C)[C:25]([O:27][CH2:28][C:29]1[O:30][C:31](=[O:35])[O:32][C:33]=1[CH3:34])=[O:26])(=[O:20])=[O:19])(=[O:13])[CH3:12], predict the reaction product. The product is: [C:11]([NH:14][CH2:15][CH2:16][CH2:17][S:18]([O:21][CH2:22][C:23]([CH3:45])([CH3:44])[C@@H:24]([OH:36])[C:25]([O:27][CH2:28][C:29]1[O:30][C:31](=[O:35])[O:32][C:33]=1[CH3:34])=[O:26])(=[O:19])=[O:20])(=[O:13])[CH3:12]. (4) Given the reactants [CH3:1][N:2]1[C:10]([CH:11](O)[CH3:12])=[C:9]2[C:4]([C:5]([C:14]3[C:19]([CH3:20])=[CH:18][C:17]([CH3:21])=[CH:16][C:15]=3[CH3:22])=[CH:6][CH:7]=[CH:8]2)=[N:3]1.O.C1(C)C=CC(S(O)(=O)=O)=CC=1, predict the reaction product. The product is: [CH3:1][N:2]1[C:10]([CH:11]=[CH2:12])=[C:9]2[C:4]([C:5]([C:14]3[C:19]([CH3:20])=[CH:18][C:17]([CH3:21])=[CH:16][C:15]=3[CH3:22])=[CH:6][CH:7]=[CH:8]2)=[N:3]1. (5) Given the reactants [F:1][C:2]1[CH:3]=[C:4]([C@H:9]2[CH2:13][CH2:12][CH2:11][C@@H:10]2[OH:14])[CH:5]=[C:6]([F:8])[CH:7]=1.CC(OI1(OC(C)=O)(OC(C)=O)OC(=O)C2C=CC=CC1=2)=O, predict the reaction product. The product is: [F:1][C:2]1[CH:3]=[C:4]([CH:9]2[CH2:13][CH2:12][CH2:11][C:10]2=[O:14])[CH:5]=[C:6]([F:8])[CH:7]=1. (6) Given the reactants [Cl:1][C:2]1[CH:10]=[C:9]([O:11][CH2:12][CH2:13][O:14][CH3:15])[CH:8]=[C:7]([Cl:16])[C:3]=1[C:4]([OH:6])=O.Cl.[Br:18][C:19]1[CH:24]=[CH:23][C:22]([CH2:25][NH2:26])=[CH:21][CH:20]=1.C[NH3+].F[P-](F)(F)(F)(F)F.N1(OC(N(C)C)=[N+](C)C)C2N=CC=CC=2N=N1.F[P-](F)(F)(F)(F)F.C(N(CC)CC)C, predict the reaction product. The product is: [Br:18][C:19]1[CH:24]=[CH:23][C:22]([CH2:25][NH:26][C:4](=[O:6])[C:3]2[C:7]([Cl:16])=[CH:8][C:9]([O:11][CH2:12][CH2:13][O:14][CH3:15])=[CH:10][C:2]=2[Cl:1])=[CH:21][CH:20]=1.